This data is from Experimentally validated miRNA-target interactions with 360,000+ pairs, plus equal number of negative samples. The task is: Binary Classification. Given a miRNA mature sequence and a target amino acid sequence, predict their likelihood of interaction. (1) The miRNA is hsa-miR-6506-5p with sequence ACUGGGAUGUCACUGAAUAUGGU. The protein sequence of the target gene is MRDRTHELRQGDDSSDEEDKERVALVVHPGTARLGSPDEEFFHKVRTIRQTIVKLGNKVQELEKQQVTILATPLPEESMKQELQNLRDEIKQLGREIRLQLKAIEPQKEEADENYNSVNTRMRKTQHGVLSQQFVELINKCNSMQSEYREKNVERIRRQLKITNAGMVSDEELEQMLDSGQSEVFVSNILKDTQVTRQALNEISARHSEIQQLERSIRELHDIFTFLATEVEMQGEMINRIEKNILSSADYVERGQEHVKTALENQKKARKKKVLIAICVSITVVLLAVIIGVTVVG. Result: 1 (interaction). (2) The miRNA is mmu-miR-466f-3p with sequence CAUACACACACACAUACACAC. The protein sequence of the target gene is MGNQMSVPLRPGDQEHDPGADTCKVTSDNECVQNGNPVVLSTRVIQHYEEVDLGISSSKDNVATSSPKTMEAQAVGDASGKNLGKEAKTKAPAARSHFFLTLSRPVPGRPGDQGTDSSAASGRFDVSPSAAPENKDPSEHGALPVAAAPGQAPDKTPGCPEAKQQTLPATGPLAPSPPESQAEAPAQDKDFGFLNRFFKLDKGRESAPVNSQPKEAKGSEDPEQATEAPAVPGNPHGVSAGEDIVDSEQRGQDVDTLSYSVPGDPEVPGTTKEDPQVVDTTENSSSIMSFFKTLVSPNKT.... Result: 1 (interaction). (3) The miRNA is hsa-miR-4786-5p with sequence UGAGACCAGGACUGGAUGCACC. The protein sequence of the target gene is MEPPEGAGTGEIVKEAEVPQAALGVPAQGTGDNGHTPVEEEVGGIPVPAPGLLQVTERRQPLSSVSSLEVHFDLLDLTELTDMSDQELAEVFADSDDENLNTESPAGLHPLPRAGYLRSPSWTRTRAEQSHEKQPLGDPERQATVLDTFLTVERPQED. Result: 0 (no interaction). (4) The miRNA is hsa-miR-7849-3p with sequence GACAAUUGUUGAUCUUGGGCCU. The protein sequence of the target gene is MAVVIRLQGLPIVAGTMDIRHFFSGLTIPDGGVHIVGGELGEAFIVFATDEDARLGMMRTGGTIKGSKVTLLLSSKTEMQNMIELSRRRFETANLDIPPANASRSGPPPSSGMSSRVNLPTTVSNFNNPSPSVVTATTSVHESNKNIQTFSTASVGTAPPNMGASFGSPTFSSTVPSTASPMNTVPPPPIPPIPAMPSLPPMPSIPPIPVPPPVPTLPPVPPVPPIPPVPSVPPMTPLPPMSGMPPLNPPPVAPLPAGMNGSGAPMNLNNNLNPMFLGPLNPVNPIQMNSQSSVKPLPIN.... Result: 0 (no interaction). (5) The miRNA is hsa-miR-93-5p with sequence CAAAGUGCUGUUCGUGCAGGUAG. The protein sequence of the target gene is MIKLFSLKQQKKEEESAGGTKGSSKKASAAQLRIQKDINELNLPKTCDISFSDPDDLLNFKLVICPDEGFYKSGKFVFSFKVGQGYPHDPPKVKCETMVYHPNIDLEGNVCLNILREDWKPVLTINSIIYGLQYLFLEPNPEDPLNKEAAEVLQNNRRLFEQNVQRSMRGGYIGSTYFERCLK. Result: 1 (interaction). (6) The miRNA is hsa-miR-6799-5p with sequence GGGGAGGUGUGCAGGGCUGG. The protein sequence of the target gene is MAEAMDLGKDPNGPTHSSTLFVRDDGSSMSFYVRPSPAKRRLSTLILHGGGTVCRVQEPGAVLLAQPGEALAEASGDFISTQYILDCVERNERLELEAYRLGPASAADTGSEAKPGALAEGAAEPEPQRHAGRIAFTDADDVAILTYVKENARSPSSVTGNALWKAMEKSSLTQHSWQSLKDRYLKHLRGQEHKYLLGDAPVSPSSQKLKRKAEEDPEAADSGEPQNKRTPDLPEEEYVKEEIQENEEAVKKMLVEATREFEEVVVDESPPDFEIHITMCDDDPPTPEEDSETQPDEEEE.... Result: 0 (no interaction).